Dataset: Catalyst prediction with 721,799 reactions and 888 catalyst types from USPTO. Task: Predict which catalyst facilitates the given reaction. (1) Reactant: [Cl:1][C:2]1[N:7]=[C:6](Cl)[C:5]([C:9]([OH:11])=[O:10])=[CH:4][N:3]=1.C(N(CC)CC)C.[NH2:19][CH2:20][CH2:21][CH2:22][NH:23][C:24](=[O:30])[O:25][C:26]([CH3:29])([CH3:28])[CH3:27].C(OCC)(=O)C. Product: [C:26]([O:25][C:24]([NH:23][CH2:22][CH2:21][CH2:20][NH:19][C:6]1[C:5]([C:9]([OH:11])=[O:10])=[CH:4][N:3]=[C:2]([Cl:1])[N:7]=1)=[O:30])([CH3:29])([CH3:28])[CH3:27]. The catalyst class is: 1. (2) Reactant: Br[C:2]1[C:3]([CH3:17])=[C:4]([C:12]2[CH2:16][CH2:15][O:14][N:13]=2)[C:5]([S:8]([CH3:11])(=[O:10])=[O:9])=[CH:6][CH:7]=1.[CH3:18][N:19]1[C:23]([OH:24])=[CH:22][CH:21]=[N:20]1.[C:25](=O)([O-])[O-:26].[K+].[K+].C(N(CC)CC)C. Product: [CH3:18][N:19]1[C:23]([OH:24])=[C:22]([C:25](=[O:26])[C:2]2[CH:7]=[CH:6][C:5]([S:8]([CH3:11])(=[O:10])=[O:9])=[C:4]([C:12]3[CH2:16][CH2:15][O:14][N:13]=3)[C:3]=2[CH3:17])[CH:21]=[N:20]1. The catalyst class is: 658. (3) Reactant: [CH:1]([C:3]1[CH:8]=[CH:7][C:6]([N:9]2[CH:13]=[N:12][CH:11]=[N:10]2)=[CH:5][CH:4]=1)=[CH2:2].[Li]CCCC.CON(C)[C:22](=[O:24])[CH3:23]. Product: [CH:1]([C:3]1[CH:4]=[CH:5][C:6]([N:9]2[C:13]([C:22](=[O:24])[CH3:23])=[N:12][CH:11]=[N:10]2)=[CH:7][CH:8]=1)=[CH2:2]. The catalyst class is: 1. (4) Reactant: C([O:4][C@@:5]1([CH2:35][CH3:36])[C:32]2[CH:31]=[C:30]3[N:11]([CH2:12][C:13]4[C:14]3=[N:15][C:16]3[C:17]5[C:18]=4[N:19]([CH2:26][CH2:27][CH2:28][CH3:29])[CH:20]=[N:21][C:22]=5[CH:23]=[CH:24][CH:25]=3)[C:10](=[O:33])[C:9]=2[CH2:8][O:7][C:6]1=[O:34])(=O)C.NN.Cl. Product: [CH2:26]([N:19]1[C:18]2=[C:13]3[CH2:12][N:11]4[C:30](=[CH:31][C:32]5[C@:5]([CH2:35][CH3:36])([OH:4])[C:6](=[O:34])[O:7][CH2:8][C:9]=5[C:10]4=[O:33])[C:14]3=[N:15][C:16]3[C:17]2=[C:22]([CH:23]=[CH:24][CH:25]=3)[N:21]=[CH:20]1)[CH2:27][CH2:28][CH3:29]. The catalyst class is: 5. (5) Reactant: Cl[C:2]1[N:7]=[C:6]([NH:8][C:9]2[CH:13]=[C:12]([C:14]([CH3:17])([CH3:16])[CH3:15])[O:11][N:10]=2)[CH:5]=[CH:4][N:3]=1.[CH3:18][O:19][C:20]1[CH:21]=[C:22]([CH:24]=[C:25]([O:29][CH3:30])[C:26]=1[O:27][CH3:28])[NH2:23].N(CC)(CC)CC.FC(C(O)=O)(F)F. Product: [C:14]([C:12]1[O:11][N:10]=[C:9]([NH:8][C:6]2[CH:5]=[CH:4][N:3]=[C:2]([NH:23][C:22]3[CH:24]=[C:25]([O:29][CH3:30])[C:26]([O:27][CH3:28])=[C:20]([O:19][CH3:18])[CH:21]=3)[N:7]=2)[CH:13]=1)([CH3:17])([CH3:16])[CH3:15]. The catalyst class is: 16.